Task: Predict the product of the given reaction.. Dataset: Forward reaction prediction with 1.9M reactions from USPTO patents (1976-2016) (1) Given the reactants [H-].[Na+].[CH3:3][O:4][C:5]([C:7]1[C:15]2[C:10](=[CH:11][C:12]([Br:16])=[CH:13][CH:14]=2)[NH:9][CH:8]=1)=[O:6].Br[CH2:18][CH2:19][O:20][CH3:21], predict the reaction product. The product is: [CH3:3][O:4][C:5]([C:7]1[C:15]2[C:10](=[CH:11][C:12]([Br:16])=[CH:13][CH:14]=2)[N:9]([CH2:18][CH2:19][O:20][CH3:21])[CH:8]=1)=[O:6]. (2) Given the reactants [NH2:1][CH2:2][CH2:3][CH2:4][C:5]1([C:23]2[CH:28]=[CH:27][CH:26]=[CH:25][CH:24]=2)[N:9]([C:10](=[O:14])[CH:11]([CH3:13])[CH3:12])[N:8]=[C:7]([C:15]2[CH:20]=[C:19]([F:21])[CH:18]=[CH:17][C:16]=2[F:22])[O:6]1.[CH3:29][C:30]([CH3:32])=O.C(O[BH-](OC(=O)C)OC(=O)C)(=O)C.[Na+], predict the reaction product. The product is: [F:22][C:16]1[CH:17]=[CH:18][C:19]([F:21])=[CH:20][C:15]=1[C:7]1[O:6][C:5]([CH2:4][CH2:3][CH2:2][NH:1][CH:30]([CH3:32])[CH3:29])([C:23]2[CH:28]=[CH:27][CH:26]=[CH:25][CH:24]=2)[N:9]([C:10](=[O:14])[CH:11]([CH3:13])[CH3:12])[N:8]=1. (3) Given the reactants C(N([P:8]([N:12]([CH:16]([CH3:18])[CH3:17])[CH:13]([CH3:15])[CH3:14])(Cl)([O-:10])[O-:9])C(C)C)(C)C.[O:19]([CH2:26][C:27]([NH:29][C:30]1[CH:66]=[CH:65][N:33]([C@@H:34]2[O:64][C@H:38]([CH2:39][O:40][C:41]([C:58]3[CH:63]=[CH:62][CH:61]=[CH:60][CH:59]=3)([C:50]3[CH:55]=[CH:54][C:53]([O:56][CH3:57])=[CH:52][CH:51]=3)[C:42]3[CH:47]=[CH:46][C:45]([O:48][CH3:49])=[CH:44][CH:43]=3)[C@@H:36]([OH:37])[CH2:35]2)[C:32](=[O:67])[N:31]=1)=[O:28])[C:20]1[CH:25]=[CH:24][CH:23]=[CH:22][CH:21]=1.C(N(C(C)C)C(C)C)C.[C:77]([O:80][C@@H:81]1[C@@H:93]([O:94][C:95](=[O:97])[CH3:96])[C@H:92]([O:98][C:99](=[O:101])[CH3:100])[C@@H:91]([CH2:102][O:103][C:104](=[O:106])[CH3:105])[O:90][C@H:82]1[O:83][CH2:84][CH2:85][O:86][CH2:87][CH2:88]O)(=[O:79])[CH3:78].N1C=NN=N1, predict the reaction product. The product is: [O:19]([CH2:26][C:27]([NH:29][C:30]1[CH:66]=[CH:65][N:33]([C@@H:34]2[O:64][C@H:38]([CH2:39][O:40][C:41]([C:58]3[CH:59]=[CH:60][CH:61]=[CH:62][CH:63]=3)([C:42]3[CH:47]=[CH:46][C:45]([O:48][CH3:49])=[CH:44][CH:43]=3)[C:50]3[CH:51]=[CH:52][C:53]([O:56][CH3:57])=[CH:54][CH:55]=3)[C@@H:36]([O:37][P:8]([N:12]([CH:13]([CH3:14])[CH3:15])[CH:16]([CH3:17])[CH3:18])([O:9][CH2:88][CH2:87][O:86][CH2:85][CH2:84][O:83][C@@H:82]3[O:90][C@H:91]([CH2:102][O:103][C:104](=[O:106])[CH3:105])[C@@H:92]([O:98][C:99](=[O:101])[CH3:100])[C@H:93]([O:94][C:95](=[O:97])[CH3:96])[C@H:81]3[O:80][C:77](=[O:79])[CH3:78])=[O:10])[CH2:35]2)[C:32](=[O:67])[N:31]=1)=[O:28])[C:20]1[CH:21]=[CH:22][CH:23]=[CH:24][CH:25]=1. (4) Given the reactants Cl.[CH3:2][NH:3][O:4][CH3:5].[F:6][C:7]([F:19])([F:18])[C:8]1[CH:9]=[C:10]([CH2:14][C:15](O)=[O:16])[CH:11]=[CH:12][CH:13]=1.C1C=CC2N(O)N=NC=2C=1.C(Cl)CCl, predict the reaction product. The product is: [CH3:5][O:4][N:3]([CH3:2])[C:15](=[O:16])[CH2:14][C:10]1[CH:11]=[CH:12][CH:13]=[C:8]([C:7]([F:19])([F:18])[F:6])[CH:9]=1. (5) Given the reactants C(=O)([O-])[O-:2].[K+].[K+].OO.[C:9]([O:13][C:14]([N:16]1[CH2:22][CH2:21][CH2:20][N:19]([C:23]2[N:31]([CH2:32][C:33]3[CH:38]=[CH:37][CH:36]=[CH:35][CH:34]=3)[C:30]3[C:29](=[O:39])[N:28]([CH2:40][C:41]4[C:50]5[C:45](=[CH:46][CH:47]=[CH:48][CH:49]=5)[CH:44]=[CH:43][N:42]=4)[C:27](=[O:51])[N:26]([CH3:52])[C:25]=3[C:24]=2[C:53]#[N:54])[CH2:18][CH2:17]1)=[O:15])([CH3:12])([CH3:11])[CH3:10], predict the reaction product. The product is: [C:9]([O:13][C:14]([N:16]1[CH2:22][CH2:21][CH2:20][N:19]([C:23]2[N:31]([CH2:32][C:33]3[CH:34]=[CH:35][CH:36]=[CH:37][CH:38]=3)[C:30]3[C:29](=[O:39])[N:28]([CH2:40][C:41]4[C:50]5[C:45](=[CH:46][CH:47]=[CH:48][CH:49]=5)[CH:44]=[CH:43][N:42]=4)[C:27](=[O:51])[N:26]([CH3:52])[C:25]=3[C:24]=2[C:53](=[O:2])[NH2:54])[CH2:18][CH2:17]1)=[O:15])([CH3:12])([CH3:10])[CH3:11].